From a dataset of Forward reaction prediction with 1.9M reactions from USPTO patents (1976-2016). Predict the product of the given reaction. (1) The product is: [N+:1]([C:4]1[CH:9]=[CH:8][C:7]([NH:10][CH:11]([C:14]2[CH:19]=[CH:18][CH:17]=[CH:16][CH:15]=2)[CH3:12])=[CH:6][CH:5]=1)([O-:3])=[O:2]. Given the reactants [N+:1]([C:4]1[CH:9]=[CH:8][C:7]([NH2:10])=[CH:6][CH:5]=1)([O-:3])=[O:2].[C:11]([C:14]1[CH:19]=[CH:18][CH:17]=[CH:16][CH:15]=1)(=O)[CH3:12].[H]1[BH]234[BH]567[H][BH]895[H][BH]5%108[BH]8%11%12[BH]659[BH]827[BH]23%11[BH]3%12%10[H][BH]1423, predict the reaction product. (2) Given the reactants C(O[C:9](=[O:40])[C@@H:10]([NH:32][C:33]([O:35][C:36]([CH3:39])([CH3:38])[CH3:37])=[O:34])[CH2:11][CH2:12][C:13]1[N:17]([CH2:18][C:19]2[CH:24]=[CH:23][CH:22]=[C:21]([F:25])[CH:20]=2)[C:16]2[CH:26]=[C:27]([CH3:31])[C:28]([CH3:30])=[CH:29][C:15]=2[N:14]=1)C1C=CC=CC=1.CCN=C=NCCCN(C)C.Cl.C1C=CC2N(O)N=NC=2C=1.[C:63]([O:82][NH2:83])([C:76]1[CH:81]=[CH:80][CH:79]=[CH:78][CH:77]=1)([C:70]1[CH:75]=[CH:74][CH:73]=[CH:72][CH:71]=1)[C:64]1[CH:69]=[CH:68][CH:67]=[CH:66][CH:65]=1, predict the reaction product. The product is: [C:36]([O:35][C:33]([NH:32][C@@H:10]([CH2:11][CH2:12][C:13]1[N:17]([CH2:18][C:19]2[CH:24]=[CH:23][CH:22]=[C:21]([F:25])[CH:20]=2)[C:16]2[CH:26]=[C:27]([CH3:31])[C:28]([CH3:30])=[CH:29][C:15]=2[N:14]=1)[C:9]([NH:83][O:82][C:63]([C:64]1[CH:69]=[CH:68][CH:67]=[CH:66][CH:65]=1)([C:76]1[CH:77]=[CH:78][CH:79]=[CH:80][CH:81]=1)[C:70]1[CH:71]=[CH:72][CH:73]=[CH:74][CH:75]=1)=[O:40])=[O:34])([CH3:39])([CH3:37])[CH3:38]. (3) The product is: [CH3:10][C:11]1([CH3:27])[C:15]([CH3:17])([CH3:16])[O:14][B:13]([C:2]2[CH:3]=[C:4]([CH2:7][C:8]#[N:9])[S:5][CH:6]=2)[O:12]1. Given the reactants Br[C:2]1[CH:3]=[C:4]([CH2:7][C:8]#[N:9])[S:5][CH:6]=1.[CH3:10][C:11]1([CH3:27])[C:15]([CH3:17])([CH3:16])[O:14][B:13]([B:13]2[O:14][C:15]([CH3:17])([CH3:16])[C:11]([CH3:27])([CH3:10])[O:12]2)[O:12]1.C([O-])(=O)C.[K+].CN(C=O)C, predict the reaction product. (4) Given the reactants [CH2:1]1[CH:9]2[N:4]([CH2:5][CH:6]=[C:7]([C:10]3[C:18]4[C:13](=[N:14][CH:15]=[CH:16][CH:17]=4)[NH:12][CH:11]=3)[CH2:8]2)[CH2:3][CH2:2]1.[C:19]1([S:25](Cl)(=[O:27])=[O:26])[CH:24]=[CH:23][CH:22]=[CH:21][CH:20]=1.C[Si]([N-][Si](C)(C)C)(C)C.[Na+], predict the reaction product. The product is: [CH2:1]1[CH:9]2[N:4]([CH2:5][CH:6]=[C:7]([C:10]3[C:18]4[C:13](=[N:14][CH:15]=[CH:16][CH:17]=4)[N:12]([S:25]([C:19]4[CH:24]=[CH:23][CH:22]=[CH:21][CH:20]=4)(=[O:27])=[O:26])[CH:11]=3)[CH2:8]2)[CH2:3][CH2:2]1. (5) Given the reactants II.[C:3]([OH:6])(=[O:5])[CH3:4].C(O)(=O)C.[OH:11][C@H:12]1[CH2:29][CH2:28][C@:27]2([CH3:30])[C@H:14]([C:15](=[O:33])[CH2:16][C@H:17]3[C@H:26]2[CH2:25][CH2:24][C@:22]2([CH3:23])[C@@H:18]3[CH2:19][C:20](=[O:32])[C@H:21]2O)[CH2:13]1.C([O-])([O-])=O.[Na+].[Na+], predict the reaction product. The product is: [C:3]([OH:6])(=[O:5])[CH3:4].[OH:11][C@H:12]1[CH2:29][CH2:28][C@:27]2([CH3:30])[C@H:14]([C:15](=[O:33])[CH2:16][C@H:17]3[C@H:26]2[CH2:25][CH2:24][C@:22]2([CH3:23])[C@@H:18]3[CH2:19][C:20](=[O:32])[CH2:21]2)[CH2:13]1. (6) Given the reactants C(OC([NH:8][C@@:9]1([C:23]([O:25][C:26](C)(C)[CH3:27])=[O:24])[CH2:14][C:13](=[O:15])[C@@H:12]2[C@H:10]1[C@H:11]2[C:16]([O:18][C:19](C)(C)[CH3:20])=[O:17])=O)(C)(C)C.S(Cl)(Cl)=O, predict the reaction product. The product is: [NH2:8][C@@:9]1([C:23]([O:25][CH2:26][CH3:27])=[O:24])[CH2:14][C:13](=[O:15])[C@@H:12]2[C@H:10]1[C@H:11]2[C:16]([O:18][CH2:19][CH3:20])=[O:17].